Dataset: Catalyst prediction with 721,799 reactions and 888 catalyst types from USPTO. Task: Predict which catalyst facilitates the given reaction. (1) Reactant: [F:1][C:2]1[C:3]([C:32]([F:35])([F:34])[F:33])=[C:4]([CH:8]2[CH2:13][CH2:12][N:11]([C:14]([C:16]3[C:24]4[CH2:23][CH2:22][N:21](C(OC(C)(C)C)=O)[CH2:20][C:19]=4[NH:18][N:17]=3)=[O:15])[CH2:10][CH2:9]2)[CH:5]=[CH:6][CH:7]=1.[ClH:36]. Product: [ClH:36].[F:1][C:2]1[C:3]([C:32]([F:35])([F:33])[F:34])=[C:4]([CH:8]2[CH2:9][CH2:10][N:11]([C:14]([C:16]3[C:24]4[CH2:23][CH2:22][NH:21][CH2:20][C:19]=4[NH:18][N:17]=3)=[O:15])[CH2:12][CH2:13]2)[CH:5]=[CH:6][CH:7]=1. The catalyst class is: 158. (2) Reactant: [CH3:1][Si](C)(C)[N-][Si](C)(C)C.[Li+].[Cl:11][CH2:12][C@@H:13]1[CH2:18][C:17]([C:19]2[N:20]=[C:21]([SH:24])[S:22][CH:23]=2)=[CH:16][CH2:15][N:14]1[C:25]([O-:27])=[O:26].O(P(OC1C=CC=CC=1)O[C:37]1[C@H:43]([CH3:44])[C@H:42]2[N:39]([C:40](=[O:52])[C@@H:41]2[C@H:45]([O:47][Si:48]([CH3:51])([CH3:50])[CH3:49])[CH3:46])[C:38]=1[C:53]([O:55][CH2:56][CH:57]=[CH2:58])=[O:54])C1C=CC=CC=1.[C:66](#N)[CH3:67]. Product: [CH2:1]([O:26][C:25]([N:14]1[CH2:15][CH:16]=[C:17]([C:19]2[N:20]=[C:21]([S:24][C:37]3[C@H:43]([CH3:44])[C@H:42]4[N:39]([C:40](=[O:52])[C@@H:41]4[C@H:45]([O:47][Si:48]([CH3:51])([CH3:50])[CH3:49])[CH3:46])[C:38]=3[C:53]([O:55][CH2:56][CH:57]=[CH2:58])=[O:54])[S:22][CH:23]=2)[CH2:18][C@H:13]1[CH2:12][Cl:11])=[O:27])[CH:66]=[CH2:67]. The catalyst class is: 1.